Dataset: Full USPTO retrosynthesis dataset with 1.9M reactions from patents (1976-2016). Task: Predict the reactants needed to synthesize the given product. (1) Given the product [NH2:1][C:2]1[CH2:8][C:7]([C:9]([O:11][CH2:12][CH3:13])=[O:10])=[CH:6][C:5]2[CH:14]=[C:15]([C:25]3[CH:24]=[CH:23][CH:22]=[C:21]([O:20][CH3:19])[CH:26]=3)[CH:16]=[CH:17][C:4]=2[N:3]=1, predict the reactants needed to synthesize it. The reactants are: [NH2:1][C:2]1[CH2:8][C:7]([C:9]([O:11][CH2:12][CH3:13])=[O:10])=[CH:6][C:5]2[CH:14]=[C:15](Br)[CH:16]=[CH:17][C:4]=2[N:3]=1.[CH3:19][O:20][C:21]1[CH:22]=[C:23](B(O)O)[CH:24]=[CH:25][CH:26]=1.C1(C)C=CC=CC=1.C(=O)([O-])[O-].[Cs+].[Cs+]. (2) Given the product [CH3:12][C:9]1[S:8][C:7]([C:5](=[O:6])[C:4]([OH:13])=[O:3])=[CH:11][CH:10]=1, predict the reactants needed to synthesize it. The reactants are: C([O:3][C:4](=[O:13])[C:5]([C:7]1[S:8][C:9]([CH3:12])=[CH:10][CH:11]=1)=[O:6])C.[OH-].[Na+]. (3) Given the product [CH3:1][C:2]1[CH:7]=[C:6]([CH3:8])[N:5]2[N:9]=[C:10]([S:12][CH2:23][CH2:22][C:15]3[C:16]4[C:21](=[CH:20][CH:19]=[CH:18][CH:17]=4)[NH:13][CH:14]=3)[N:11]=[C:4]2[N:3]=1, predict the reactants needed to synthesize it. The reactants are: [CH3:1][C:2]1[CH:7]=[C:6]([CH3:8])[N:5]2[N:9]=[C:10]([SH:12])[N:11]=[C:4]2[N:3]=1.[NH:13]1[C:21]2[C:16](=[CH:17][CH:18]=[CH:19][CH:20]=2)[C:15]([CH2:22][CH2:23]O)=[CH:14]1. (4) Given the product [CH3:17][C@@H:18]1[N:22]([C:23]([O:25][C:26]([CH3:29])([CH3:28])[CH3:27])=[O:24])[C@H:21]([C:30]([O:32][CH2:33][C:34]([C:36]2[CH:37]=[CH:38][C:39]3[C:48]4[CH:47]=[C:46]5[CH2:49][CH2:50][CH:51]([O:16][C:14]([C@@H:5]6[CH2:4][CH2:3][C@H:2]([CH3:1])[N:6]6[C:7]([O:9][C:10]([CH3:11])([CH3:13])[CH3:12])=[O:8])=[O:15])[C:52](=[O:53])[C:45]5=[CH:44][C:43]=4[O:42][CH2:41][C:40]=3[CH:55]=2)=[O:35])=[O:31])[CH2:20][CH2:19]1, predict the reactants needed to synthesize it. The reactants are: [CH3:1][CH:2]1[N:6]([C:7]([O:9][C:10]([CH3:13])([CH3:12])[CH3:11])=[O:8])[CH:5]([C:14]([O-:16])=[O:15])[CH2:4][CH2:3]1.[CH3:17][C@@H:18]1[N:22]([C:23]([O:25][C:26]([CH3:29])([CH3:28])[CH3:27])=[O:24])[C@H:21]([C:30]([O:32][CH2:33][C:34]([C:36]2[CH:37]=[CH:38][C:39]3[C:48]4[CH:47]=[C:46]5[CH2:49][CH2:50][CH:51](Br)[C:52](=[O:53])[C:45]5=[CH:44][C:43]=4[O:42][CH2:41][C:40]=3[CH:55]=2)=[O:35])=[O:31])[CH2:20][CH2:19]1.C(OC(N1[C@@H](C)CC[C@H]1C(O)=O)=O)(C)(C)C.C([O-])([O-])=O.[Cs+].[Cs+]. (5) Given the product [C:24]([C:2]1[CH:3]=[N:4][CH:5]=[CH:6][C:7]=1[CH2:8][CH:9]1[CH2:18][CH2:17][C:16]2[C:11](=[CH:12][C:13]([O:21][CH3:22])=[C:14]([O:19][CH3:20])[CH:15]=2)[C:10]1=[O:23])(=[O:26])[CH3:25], predict the reactants needed to synthesize it. The reactants are: Br[C:2]1[CH:3]=[N:4][CH:5]=[CH:6][C:7]=1[CH2:8][CH:9]1[CH2:18][CH2:17][C:16]2[C:11](=[CH:12][C:13]([O:21][CH3:22])=[C:14]([O:19][CH3:20])[CH:15]=2)[C:10]1=[O:23].[CH2:24]([O:26]C([Sn](CCCC)(CCCC)CCCC)=C)[CH3:25]. (6) Given the product [NH2:10][C:11]1[CH:16]=[C:15]([OH:19])[N:14]=[C:13]([S:20][CH3:21])[N:12]=1, predict the reactants needed to synthesize it. The reactants are: NCCCCCC(O)=O.[NH2:10][C:11]1[C:16](N=O)=[C:15]([OH:19])[N:14]=[C:13]([S:20][CH3:21])[N:12]=1.C(O)(=O)C. (7) The reactants are: C(O)(=O)C.[N:5]1[C:14]2[C:9](=[CH:10][CH:11]=[CH:12][CH:13]=2)[CH:8]=[C:7]([C:15]2[C:23]3[N:22]4[CH:24]=[CH:25][CH:26]=[C:21]4[CH:20]([NH2:27])[C:19]=3[CH:18]=[CH:17][CH:16]=2)[CH:6]=1.[NH:28]1[C:32]2[N:33]=[CH:34][CH:35]=[C:36]([C:37](O)=[O:38])[C:31]=2[CH:30]=[CH:29]1.Cl.CN(C)CCCN=C=NCC.ON1C2C=CC=CC=2N=N1. Given the product [N:5]1[C:14]2[C:9](=[CH:10][CH:11]=[CH:12][CH:13]=2)[CH:8]=[C:7]([C:15]2[C:23]3[N:22]4[CH:24]=[CH:25][CH:26]=[C:21]4[CH:20]([NH:27][C:37]([C:36]4[C:31]5[CH:30]=[CH:29][NH:28][C:32]=5[N:33]=[CH:34][CH:35]=4)=[O:38])[C:19]=3[CH:18]=[CH:17][CH:16]=2)[CH:6]=1, predict the reactants needed to synthesize it. (8) Given the product [CH2:1]([O:8][C:9]1[CH:14]=[CH:13][N:12]([C:15]2[CH:20]=[CH:19][C:18]3[C:21]4[CH2:22][NH:23][CH2:24][CH2:25][C:26]=4[O:27][C:17]=3[CH:16]=2)[C:11](=[O:35])[CH:10]=1)[C:2]1[CH:7]=[CH:6][CH:5]=[CH:4][CH:3]=1, predict the reactants needed to synthesize it. The reactants are: [CH2:1]([O:8][C:9]1[CH:14]=[CH:13][N:12]([C:15]2[CH:20]=[CH:19][C:18]3[C:21]4[CH2:22][N:23](C(OC(C)(C)C)=O)[CH2:24][CH2:25][C:26]=4[O:27][C:17]=3[CH:16]=2)[C:11](=[O:35])[CH:10]=1)[C:2]1[CH:7]=[CH:6][CH:5]=[CH:4][CH:3]=1.Cl. (9) Given the product [NH2:20][C:8]1[CH:7]=[CH:6][C:5]([O:4][C:3]2[CH:23]=[C:24]([F:27])[CH:25]=[CH:26][C:2]=2[F:1])=[CH:10][C:9]=1[CH2:11][NH:12][C:13](=[O:19])[O:14][C:15]([CH3:17])([CH3:16])[CH3:18], predict the reactants needed to synthesize it. The reactants are: [F:1][C:2]1[CH:26]=[CH:25][C:24]([F:27])=[CH:23][C:3]=1[O:4][C:5]1[CH:6]=[CH:7][C:8]([N+:20]([O-])=O)=[C:9]([CH2:11][NH:12][C:13](=[O:19])[O:14][C:15]([CH3:18])([CH3:17])[CH3:16])[CH:10]=1.[Cl-].[NH4+].C(O)C.